Dataset: Full USPTO retrosynthesis dataset with 1.9M reactions from patents (1976-2016). Task: Predict the reactants needed to synthesize the given product. (1) Given the product [CH2:1]([O:8][C:9]([N:11]1[CH2:16][CH2:15][CH2:14][CH:13]([C:17]([Cl:22])=[O:19])[CH2:12]1)=[O:10])[C:2]1[CH:7]=[CH:6][CH:5]=[CH:4][CH:3]=1, predict the reactants needed to synthesize it. The reactants are: [CH2:1]([O:8][C:9]([N:11]1[CH2:16][CH2:15][CH2:14][CH:13]([C:17]([OH:19])=O)[CH2:12]1)=[O:10])[C:2]1[CH:7]=[CH:6][CH:5]=[CH:4][CH:3]=1.S(Cl)([Cl:22])=O. (2) Given the product [F:14][C:15]1[CH:20]=[CH:19][CH:18]=[C:17]([F:21])[C:16]=1[C:22]1[NH:23][C:24]2[C:29]([CH:30]=1)=[CH:28][C:27]([N:31]1[C:32]3[CH:37]=[CH:36][C:35]([O:38][CH3:39])=[CH:34][C:33]=3[N:40]=[C:6]1[C:7]([F:8])([F:9])[F:10])=[CH:26][CH:25]=2, predict the reactants needed to synthesize it. The reactants are: [F:8][C:7]([F:10])([F:9])[C:6](O[C:6](=O)[C:7]([F:10])([F:9])[F:8])=O.[F:14][C:15]1[CH:20]=[CH:19][CH:18]=[C:17]([F:21])[C:16]=1[C:22]1[NH:23][C:24]2[C:29]([CH:30]=1)=[CH:28][C:27]([NH:31][C:32]1[C:33]([NH2:40])=[CH:34][C:35]([O:38][CH3:39])=[CH:36][CH:37]=1)=[CH:26][CH:25]=2. (3) Given the product [Cl:14][C:5]1[CH:6]=[CH:7][CH:8]=[C:9]2[C:4]=1[N:3]=[C:2]([C:19]1[CH:18]=[N:17][C:16]([Cl:15])=[CH:21][CH:20]=1)[C:11]([CH:12]=[O:13])=[CH:10]2, predict the reactants needed to synthesize it. The reactants are: Cl[C:2]1[C:11]([CH:12]=[O:13])=[CH:10][C:9]2[C:4](=[C:5]([Cl:14])[CH:6]=[CH:7][CH:8]=2)[N:3]=1.[Cl:15][C:16]1[CH:21]=[CH:20][C:19](B(O)O)=[CH:18][N:17]=1. (4) Given the product [NH2:1][C:2]1[C:7]([NH2:8])=[CH:6][C:5]([Br:11])=[CH:4][C:3]=1[OH:12], predict the reactants needed to synthesize it. The reactants are: [NH2:1][C:2]1[C:7]([N+:8]([O-])=O)=[CH:6][C:5]([Br:11])=[CH:4][C:3]=1[OH:12].